Predict the reaction yield, written as a fraction of the theoretical maximum amount of product (1.0 means a 100% yield; for example, 0.34 means a 34% yield). From a dataset of Reaction yield outcomes from USPTO patents with 853,638 reactions. The reactants are Br[C:2]1[C:3]([NH2:12])=[N:4][CH:5]=[C:6]([C:8]([F:11])([F:10])[F:9])[CH:7]=1.[F:13][C:14]1[CH:15]=[CH:16][C:17]2[O:21][CH:20]=[N:19][C:18]=2[CH:22]=1.CC([O-])=O.[K+]. The catalyst is CC(N(C)C)=O.C1C=CC([P]([Pd]([P](C2C=CC=CC=2)(C2C=CC=CC=2)C2C=CC=CC=2)([P](C2C=CC=CC=2)(C2C=CC=CC=2)C2C=CC=CC=2)[P](C2C=CC=CC=2)(C2C=CC=CC=2)C2C=CC=CC=2)(C2C=CC=CC=2)C2C=CC=CC=2)=CC=1. The product is [F:13][C:14]1[CH:15]=[CH:16][C:17]2[O:21][C:20]([C:2]3[C:3]([NH2:12])=[N:4][CH:5]=[C:6]([C:8]([F:11])([F:10])[F:9])[CH:7]=3)=[N:19][C:18]=2[CH:22]=1. The yield is 0.830.